From a dataset of Catalyst prediction with 721,799 reactions and 888 catalyst types from USPTO. Predict which catalyst facilitates the given reaction. (1) Reactant: [C:1]1([O:7][CH:8]([CH2:10][O:11][CH:12]([CH2:14][OH:15])C)C)[CH:6]=[CH:5][CH:4]=[CH:3][CH:2]=1.[C:16](O)(=[O:23])[C:17]1[CH:22]=[CH:21][CH:20]=[CH:19][CH:18]=1.CCCCCCC. Product: [C:16]([O:15][CH2:14][CH2:12][O:11][CH2:10][CH2:8][O:7][C:1]1[CH:6]=[CH:5][CH:4]=[CH:3][CH:2]=1)(=[O:23])[C:17]1[CH:22]=[CH:21][CH:20]=[CH:19][CH:18]=1. The catalyst class is: 445. (2) Reactant: C[O-].[Na+].[Br:4][C:5]1[C:10]([CH3:11])=[CH:9][C:8]([N:12]([CH2:21][C:22]2[CH:27]=[CH:26][C:25]([O:28][CH3:29])=[CH:24][CH:23]=2)[CH2:13][CH2:14][CH2:15][CH2:16][C:17]([O:19][CH3:20])=[O:18])=[C:7]([CH:30]=O)[CH:6]=1.C(=O)(OC)OC.Cl. Product: [Br:4][C:5]1[C:10]([CH3:11])=[CH:9][C:8]2[N:12]([CH2:21][C:22]3[CH:27]=[CH:26][C:25]([O:28][CH3:29])=[CH:24][CH:23]=3)[CH2:13][CH2:14][CH2:15][C:16]([C:17]([O:19][CH3:20])=[O:18])=[CH:30][C:7]=2[CH:6]=1. The catalyst class is: 72. (3) Reactant: [Br:1][C:2]1[CH:3]=[CH:4][C:5]([OH:10])=[C:6]([CH:9]=1)[C:7]#[N:8].[F:11][C:12]1[CH:19]=[CH:18][CH:17]=[CH:16][C:13]=1[CH2:14]Br.C(=O)([O-])[O-].[K+].[K+]. Product: [Br:1][C:2]1[CH:3]=[CH:4][C:5]([O:10][CH2:14][C:13]2[CH:16]=[CH:17][CH:18]=[CH:19][C:12]=2[F:11])=[C:6]([CH:9]=1)[C:7]#[N:8]. The catalyst class is: 27.